This data is from Reaction yield outcomes from USPTO patents with 853,638 reactions. The task is: Predict the reaction yield, written as a fraction of the theoretical maximum amount of product (1.0 means a 100% yield; for example, 0.34 means a 34% yield). (1) The reactants are [Cl:1][C:2]1[N:7]=[C:6]([NH:8][C@@H:9]([CH2:14][C:15]([O:17][CH3:18])=[O:16])[C:10](OC)=[O:11])[C:5]([N+:19]([O-])=O)=[CH:4][CH:3]=1.CC(O)C.C(O)(=O)C.C([O-])([O-])=O.[Na+].[Na+]. The catalyst is [Fe].O. The product is [Cl:1][C:2]1[CH:3]=[CH:4][C:5]2[NH:19][C:10](=[O:11])[C@H:9]([CH2:14][C:15]([O:17][CH3:18])=[O:16])[NH:8][C:6]=2[N:7]=1. The yield is 0.680. (2) The reactants are [OH:1][C:2]1[CH:7]=[CH:6][C:5]([C:8]2[CH:9]=[C:10]3[C:15](=[CH:16][CH:17]=2)[N:14]=[C:13]([C:18]([O:20][CH3:21])=[O:19])[CH:12]=[CH:11]3)=[CH:4][CH:3]=1.C1(P(C2C=CC=CC=2)C2C=CC=CC=2)C=CC=CC=1.[CH:41]1([C:45]2[O:49][N:48]=[C:47]([C:50]3[C:55]([Cl:56])=[CH:54][N:53]=[CH:52][C:51]=3[Cl:57])[C:46]=2[CH2:58]O)[CH2:44][CH2:43][CH2:42]1.N(C(OC(C)C)=O)=NC(OC(C)C)=O. The catalyst is ClCCl. The product is [CH:41]1([C:45]2[O:49][N:48]=[C:47]([C:50]3[C:51]([Cl:57])=[CH:52][N:53]=[CH:54][C:55]=3[Cl:56])[C:46]=2[CH2:58][O:1][C:2]2[CH:7]=[CH:6][C:5]([C:8]3[CH:9]=[C:10]4[C:15](=[CH:16][CH:17]=3)[N:14]=[C:13]([C:18]([O:20][CH3:21])=[O:19])[CH:12]=[CH:11]4)=[CH:4][CH:3]=2)[CH2:42][CH2:43][CH2:44]1. The yield is 0.260. (3) The reactants are [O:1]1[C:5]2([CH2:10][CH2:9][CH2:8][CH2:7][CH2:6]2)[O:4][CH2:3][C@@H:2]1[C:11]1[N:15]=[C:14]([NH:16][C:17]2[N:22]=[CH:21][C:20]([S:23][CH2:24][CH2:25][C:26]([O:28][CH3:29])=O)=[CH:19][C:18]=2[O:30][C:31]2[C:32]([CH3:37])=[N:33][CH:34]=[CH:35][CH:36]=2)[S:13][N:12]=1.CC([O-])(C)C.[K+].BrCCCOC. The catalyst is C1COCC1.C(OCC)(=O)C. The product is [CH3:29][O:28][CH2:26][CH2:25][CH2:24][S:23][C:20]1[CH:19]=[C:18]([O:30][C:31]2[C:32]([CH3:37])=[N:33][CH:34]=[CH:35][CH:36]=2)[C:17]([NH:16][C:14]2[S:13][N:12]=[C:11]([C@H:2]3[CH2:3][O:4][C:5]4([CH2:10][CH2:9][CH2:8][CH2:7][CH2:6]4)[O:1]3)[N:15]=2)=[N:22][CH:21]=1. The yield is 0.830. (4) The reactants are [N:1]([CH2:4][C:5]1[CH:10]=[CH:9][CH:8]=[CH:7][CH:6]=1)=[N+:2]=[N-:3].[O:11]=[C:12]1O[C@H]([C@H](CO)O)[C:15]([O-])=[C:13]1O.[Na+]. The catalyst is O.CN(C)C=O.O.S([O-])([O-])(=O)=O.[Cu+2]. The product is [CH2:4]([N:1]1[CH:15]=[C:13]([CH2:12][OH:11])[N:3]=[N:2]1)[C:5]1[CH:10]=[CH:9][CH:8]=[CH:7][CH:6]=1. The yield is 0.820. (5) The yield is 1.00. The product is [CH3:18][N:17]([CH3:19])[CH2:16][CH2:15][O:14][C:12]1[C:11]([CH3:20])=[C:10]2[N:9]([CH:13]=1)[N:8]=[CH:7][N:6]=[C:5]2[O:4][C:3]1[CH:21]=[CH:22][C:23]([NH2:25])=[CH:24][C:2]=1[F:1]. No catalyst specified. The reactants are [F:1][C:2]1[CH:24]=[C:23]([N+:25]([O-])=O)[CH:22]=[CH:21][C:3]=1[O:4][C:5]1[C:10]2=[C:11]([CH3:20])[C:12]([O:14][CH2:15][CH2:16][N:17]([CH3:19])[CH3:18])=[CH:13][N:9]2[N:8]=[CH:7][N:6]=1.Cl.Cl.FC1C=C(NC(NC(=O)CC2C=CC(F)=CC=2)=S)C=CC=1OC1C2=C(C)C(OCCN3CCN(C)CC3)=CN2N=CN=1. (6) The reactants are Cl[C:2]1[C:11]2[C:6](=[CH:7][C:8]([O:14][CH3:15])=[C:9]([O:12][CH3:13])[CH:10]=2)[N:5]=[CH:4][N:3]=1.[Cl:16][C:17]1[CH:18]=[C:19]([CH:21]=[CH:22][C:23]=1[O:24][CH2:25][C:26]1[CH:31]=[CH:30][CH:29]=[C:28]([F:32])[CH:27]=1)[NH2:20]. The catalyst is C(O)(C)C. The product is [Cl:16][C:17]1[CH:18]=[C:19]([NH:20][C:2]2[C:11]3[C:6](=[CH:7][C:8]([O:14][CH3:15])=[C:9]([O:12][CH3:13])[CH:10]=3)[N:5]=[CH:4][N:3]=2)[CH:21]=[CH:22][C:23]=1[O:24][CH2:25][C:26]1[CH:31]=[CH:30][CH:29]=[C:28]([F:32])[CH:27]=1. The yield is 0.840.